This data is from Forward reaction prediction with 1.9M reactions from USPTO patents (1976-2016). The task is: Predict the product of the given reaction. Given the reactants CCN(C(C)C)C(C)C.Cl.[F:11][C:12]1([F:16])[CH2:15][NH:14][CH2:13]1.Br[CH2:18][C:19]1[CH:26]=[CH:25][C:24]([Cl:27])=[CH:23][C:20]=1[C:21]#[N:22], predict the reaction product. The product is: [Cl:27][C:24]1[CH:25]=[CH:26][C:19]([CH2:18][N:14]2[CH2:15][C:12]([F:16])([F:11])[CH2:13]2)=[C:20]([CH:23]=1)[C:21]#[N:22].